From a dataset of Reaction yield outcomes from USPTO patents with 853,638 reactions. Predict the reaction yield, written as a fraction of the theoretical maximum amount of product (1.0 means a 100% yield; for example, 0.34 means a 34% yield). (1) The reactants are Br[C:2]1[CH:3]=[CH:4][C:5]([CH3:33])=[C:6]([CH:32]=1)[CH2:7][N:8]1[C:16]2[C:11](=[CH:12][CH:13]=[CH:14][CH:15]=2)[C:10]([C:17]2[CH:22]=[CH:21][C:20]([C:23]([CH3:26])([CH3:25])[CH3:24])=[CH:19][CH:18]=2)=[C:9]1[C:27]([O:29]CC)=[O:28].[CH3:34][S:35][C:36]1[CH:37]=[C:38](B(O)O)[CH:39]=[CH:40][CH:41]=1.C([O-])([O-])=O.[Na+].[Na+].[OH-].[Na+]. The catalyst is COCCOC.C1C=CC([P]([Pd]([P](C2C=CC=CC=2)(C2C=CC=CC=2)C2C=CC=CC=2)([P](C2C=CC=CC=2)(C2C=CC=CC=2)C2C=CC=CC=2)[P](C2C=CC=CC=2)(C2C=CC=CC=2)C2C=CC=CC=2)(C2C=CC=CC=2)C2C=CC=CC=2)=CC=1.O.C1COCC1. The product is [CH3:26][C:23]([C:20]1[CH:21]=[CH:22][C:17]([C:10]2[C:11]3[C:16](=[CH:15][CH:14]=[CH:13][CH:12]=3)[N:8]([CH2:7][C:6]3[CH:32]=[C:2]([C:38]4[CH:39]=[CH:40][CH:41]=[C:36]([S:35][CH3:34])[CH:37]=4)[CH:3]=[CH:4][C:5]=3[CH3:33])[C:9]=2[C:27]([OH:29])=[O:28])=[CH:18][CH:19]=1)([CH3:24])[CH3:25]. The yield is 0.400. (2) The reactants are Cl.FC1C=C(C=CC=1)CN1C=C(C2C3C(=NC=C(C4C=CC(C5CCNCC5)=CC=4)C=3)N(S(C3C=CC(C)=CC=3)(=O)=O)C=2)C=N1.[F:46][C:47]1[CH:48]=[C:49]([CH:93]=[C:94]([F:96])[CH:95]=1)[CH2:50][N:51]1[C:55]([CH3:56])=[C:54]([C:57]2[C:65]3[C:60](=[N:61][CH:62]=[C:63]([C:66]4[CH:67]=[C:68]([O:80][CH3:81])[C:69]([NH:72][C:73](=[O:79])[O:74][C:75]([CH3:78])([CH3:77])[CH3:76])=[N:70][CH:71]=4)[CH:64]=3)[N:59](S(C3C=CC(C)=CC=3)(=O)=O)[CH:58]=2)[C:53]([CH3:92])=[N:52]1.[OH-].[Li+]. The catalyst is C1COCC1.CO.O. The product is [F:46][C:47]1[CH:48]=[C:49]([CH:93]=[C:94]([F:96])[CH:95]=1)[CH2:50][N:51]1[C:55]([CH3:56])=[C:54]([C:57]2[C:65]3[C:60](=[N:61][CH:62]=[C:63]([C:66]4[CH:67]=[C:68]([O:80][CH3:81])[C:69]([NH:72][C:73](=[O:79])[O:74][C:75]([CH3:78])([CH3:77])[CH3:76])=[N:70][CH:71]=4)[CH:64]=3)[NH:59][CH:58]=2)[C:53]([CH3:92])=[N:52]1. The yield is 0.636. (3) The reactants are [N+:1]([CH:3](S(C1C=CC(C)=CC=1)(=O)=O)[CH2:4][CH3:5])#[C-:2].[F:16][C:17]1[CH:24]=[C:23]([C:25]([F:28])([F:27])[F:26])[CH:22]=[CH:21][C:18]=1[CH:19]=[O:20].C([O-])([O-])=O.[K+].[K+]. The catalyst is CO. The product is [CH2:4]([C:3]1[N:1]=[CH:2][O:20][C:19]=1[C:18]1[CH:21]=[CH:22][C:23]([C:25]([F:26])([F:27])[F:28])=[CH:24][C:17]=1[F:16])[CH3:5]. The yield is 0.500. (4) The catalyst is O1CCCC1. The yield is 0.940. The product is [C:14]1([CH2:20][CH2:21][CH2:22][CH2:23][C:24]2[O:25][C:26]3[C:35]4[C:34](=[CH:5][C:3]#[N:4])[CH2:33][CH2:32][C:31]=4[CH:30]=[CH:29][C:27]=3[N:28]=2)[CH:19]=[CH:18][CH:17]=[CH:16][CH:15]=1. The reactants are [H-].[Na+].[C:3]([CH2:5]P(=O)(OCC)OCC)#[N:4].[C:14]1([CH2:20][CH2:21][CH2:22][CH2:23][C:24]2[O:25][C:26]3[C:35]4[C:34](=O)[CH2:33][CH2:32][C:31]=4[CH:30]=[CH:29][C:27]=3[N:28]=2)[CH:19]=[CH:18][CH:17]=[CH:16][CH:15]=1.[Cl-].[NH4+]. (5) The reactants are [OH:1][C:2]1([CH3:9])[CH2:7][CH2:6][C:5](=[O:8])[CH2:4][CH2:3]1.[BH4-].[Na+]. The catalyst is CO. The product is [CH3:9][C:2]1([OH:1])[CH2:7][CH2:6][CH:5]([OH:8])[CH2:4][CH2:3]1. The yield is 0.870.